From a dataset of Full USPTO retrosynthesis dataset with 1.9M reactions from patents (1976-2016). Predict the reactants needed to synthesize the given product. (1) Given the product [NH2:8][CH:9]1[CH2:14][CH2:13][C:12]([CH3:16])([OH:15])[CH2:11][CH2:10]1, predict the reactants needed to synthesize it. The reactants are: C([NH:8][CH:9]1[CH2:14][CH2:13][C:12]([CH3:16])([OH:15])[CH2:11][CH2:10]1)C1C=CC=CC=1. (2) Given the product [CH2:24]([S:21]([C:15]1([C:4]2[CH:5]=[C:6]([N:8]3[CH2:13][CH2:12][O:11][CH2:10][C@H:9]3[CH3:14])[N:7]=[C:2]([C:36]3[CH:37]=[CH:38][CH:39]=[C:40]4[C:35]=3[CH:34]=[CH:33][NH:32]4)[N:3]=2)[CH2:20][CH2:19][O:18][CH2:17][CH2:16]1)(=[O:23])=[O:22])[CH3:25], predict the reactants needed to synthesize it. The reactants are: Cl[C:2]1[N:7]=[C:6]([N:8]2[CH2:13][CH2:12][O:11][CH2:10][C@H:9]2[CH3:14])[CH:5]=[C:4]([C:15]2([S:21]([CH2:24][CH3:25])(=[O:23])=[O:22])[CH2:20][CH2:19][O:18][CH2:17][CH2:16]2)[N:3]=1.C(=O)([O-])[O-].[Na+].[Na+].[NH:32]1[C:40]2[C:35](=[C:36](B(O)O)[CH:37]=[CH:38][CH:39]=2)[CH:34]=[CH:33]1. (3) Given the product [CH:21]([C:25]1[CH:30]=[C:29]([C:1]([C:2]2[CH:7]=[CH:6][CH:5]=[CH:4][CH:3]=2)([C:14]2[CH:15]=[CH:16][CH:17]=[CH:18][CH:19]=2)[C:8]2[CH:9]=[CH:10][CH:11]=[CH:12][CH:13]=2)[CH:28]=[CH:27][C:26]=1[OH:31])([CH2:23][CH3:24])[CH3:22], predict the reactants needed to synthesize it. The reactants are: [C:1](O)([C:14]1[CH:19]=[CH:18][CH:17]=[CH:16][CH:15]=1)([C:8]1[CH:13]=[CH:12][CH:11]=[CH:10][CH:9]=1)[C:2]1[CH:7]=[CH:6][CH:5]=[CH:4][CH:3]=1.[CH:21]([C:25]1[CH:30]=[CH:29][CH:28]=[CH:27][C:26]=1[OH:31])([CH2:23][CH3:24])[CH3:22].S(=O)(=O)(O)O. (4) Given the product [CH:16]1([N:9]2[C:7]3[N:8]=[C:3]([S:2][CH3:1])[N:4]=[CH:5][C:6]=3[CH:12]=[CH:11][C:10]2=[O:13])[CH2:18][CH2:17]1, predict the reactants needed to synthesize it. The reactants are: [CH3:1][S:2][C:3]1[N:4]=[CH:5][C:6]2[CH:12]=[CH:11][C:10](=[O:13])[NH:9][C:7]=2[N:8]=1.BrC[CH:16]1[CH2:18][CH2:17]1. (5) Given the product [CH3:1][O:2][C:3]1[CH:31]=[C:30]([O:32][CH3:33])[CH:29]=[CH:28][C:4]=1[CH2:5][N:6]1[C:15]2[C:10](=[CH:11][C:12]([F:21])=[C:13]([N:16]3[CH2:17][CH2:18][CH2:19][CH2:20]3)[N:14]=2)[C:9](=[O:22])[C:8]([C:23]([OH:25])=[O:24])=[CH:7]1, predict the reactants needed to synthesize it. The reactants are: [CH3:1][O:2][C:3]1[CH:31]=[C:30]([O:32][CH3:33])[CH:29]=[CH:28][C:4]=1[CH2:5][N:6]1[C:15]2[C:10](=[CH:11][C:12]([F:21])=[C:13]([N:16]3[CH2:20][CH2:19][CH2:18][CH2:17]3)[N:14]=2)[C:9](=[O:22])[C:8]([C:23]([O:25]CC)=[O:24])=[CH:7]1.[Li+].[OH-]. (6) Given the product [Br:1][C:2]1[S:6][C:5](=[N:7][C:8]2[N:13]=[C:12]([CH2:14][N:15]3[CH2:20][CH2:19][N:18]([C:31](=[O:38])[C:32]4[CH:37]=[CH:36][CH:35]=[CH:34][CH:33]=4)[CH2:17][CH2:16]3)[CH:11]=[CH:10][CH:9]=2)[N:4]([CH2:21][O:22][CH3:23])[CH:3]=1, predict the reactants needed to synthesize it. The reactants are: [Br:1][C:2]1[S:6][C:5](=[N:7][C:8]2[N:13]=[C:12]([CH2:14][N:15]3[CH2:20][CH2:19][NH:18][CH2:17][CH2:16]3)[CH:11]=[CH:10][CH:9]=2)[N:4]([CH2:21][O:22][CH3:23])[CH:3]=1.C(N(CC)CC)C.[C:31](Cl)(=[O:38])[C:32]1[CH:37]=[CH:36][CH:35]=[CH:34][CH:33]=1. (7) Given the product [CH3:19][O:18][C:11]1[C:10]([CH:2]2[N:1]([CH2:31][C:29]3[N:30]=[C:26]([C:20]4[CH:21]=[CH:22][CH:23]=[CH:24][CH:25]=4)[S:27][CH:28]=3)[C:6](=[O:8])[CH2:5][CH2:4][CH2:3]2)=[C:15]([O:16][CH3:17])[N:14]=[CH:13][N:12]=1, predict the reactants needed to synthesize it. The reactants are: [NH2:1][CH:2]([C:10]1[C:11]([O:18][CH3:19])=[N:12][CH:13]=[N:14][C:15]=1[O:16][CH3:17])[CH2:3][CH2:4][CH2:5][C:6]([O:8]C)=O.[C:20]1([C:26]2[S:27][CH:28]=[C:29]([CH:31]=O)[N:30]=2)[CH:25]=[CH:24][CH:23]=[CH:22][CH:21]=1.